This data is from Full USPTO retrosynthesis dataset with 1.9M reactions from patents (1976-2016). The task is: Predict the reactants needed to synthesize the given product. (1) Given the product [C:28]1([CH:7]([C:1]2[CH:2]=[CH:3][CH:4]=[CH:5][CH:6]=2)[N:8]2[C:16]3[C:11](=[CH:12][CH:13]=[CH:14][CH:15]=3)[C:10]3([C:17]4[CH:22]=[C:21]([CH3:23])[C:20]([CH3:24])=[CH:19][C:18]=4[O:25][CH2:34]3)[C:9]2=[O:27])[CH:29]=[CH:30][CH:31]=[CH:32][CH:33]=1, predict the reactants needed to synthesize it. The reactants are: [C:1]1([CH:7]([C:28]2[CH:33]=[CH:32][CH:31]=[CH:30][CH:29]=2)[N:8]2[C:16]3[C:11](=[CH:12][CH:13]=[CH:14][CH:15]=3)[C:10](O)([C:17]3[CH:22]=[C:21]([CH3:23])[C:20]([CH3:24])=[CH:19][C:18]=3[OH:25])[C:9]2=[O:27])[CH:6]=[CH:5][CH:4]=[CH:3][CH:2]=1.[C:34]1(C(C2C=CC=CC=2)N2C3C(=CC=CC=3)C(C3C=C(C)C(OC)=CC=3O)C2=O)C=CC=CC=1. (2) The reactants are: CO[C:3](=[O:23])[C:4]1[CH:9]=[CH:8][C:7]([O:10][CH2:11][C:12]2[C:13]([CH:18]([CH3:22])[CH2:19][CH2:20][CH3:21])=[N:14][O:15][C:16]=2[CH3:17])=[N:6][CH:5]=1.COC(=O)C1C=CC(OC[C:35]2[C:36]([CH2:41]CCC)=[N:37]OC=2C)=NC=1.C(N)(C)C. Given the product [CH:36]([NH:37][C:3](=[O:23])[C:4]1[CH:9]=[CH:8][C:7]([O:10][CH2:11][C:12]2[C:13]([CH:18]([CH3:22])[CH2:19][CH2:20][CH3:21])=[N:14][O:15][C:16]=2[CH3:17])=[N:6][CH:5]=1)([CH3:41])[CH3:35], predict the reactants needed to synthesize it.